From a dataset of Full USPTO retrosynthesis dataset with 1.9M reactions from patents (1976-2016). Predict the reactants needed to synthesize the given product. (1) Given the product [O:18]1[CH2:19][CH2:20][O:21][CH:17]1[CH2:16][N:10]1[C:11]2[C:6](=[CH:5][CH:4]=[CH:3][C:2]=2[CH3:1])[CH:7]=[CH:8][C:9]1=[O:12], predict the reactants needed to synthesize it. The reactants are: [CH3:1][C:2]1[CH:3]=[CH:4][CH:5]=[C:6]2[C:11]=1[NH:10][C:9](=[O:12])[CH:8]=[CH:7]2.[H-].[Na+].Br[CH2:16][CH:17]1[O:21][CH2:20][CH2:19][O:18]1.Cl. (2) Given the product [CH2:12]([O:11][C:3](=[O:10])[CH:4]([C:15]1[CH:20]=[C:19]([Cl:21])[CH:18]=[CH:17][C:16]=1[N+:22]([O-:24])=[O:23])[C:5]([O:7][CH2:8][CH3:9])=[O:6])[CH3:13], predict the reactants needed to synthesize it. The reactants are: [H-].[Na+].[C:3]([O:11][CH2:12][CH3:13])(=[O:10])[CH2:4][C:5]([O:7][CH2:8][CH3:9])=[O:6].Cl[C:15]1[CH:20]=[C:19]([Cl:21])[CH:18]=[CH:17][C:16]=1[N+:22]([O-:24])=[O:23].O. (3) Given the product [CH2:39]([O:46][C:47](=[O:48])[N:11]([CH2:10][CH:9]([OH:21])[CH:8]([NH:7][C:6]([O:5][C:1]([CH3:2])([CH3:3])[CH3:4])=[O:31])[CH2:22][C:23]1[CH:28]=[C:27]([F:29])[CH:26]=[C:25]([F:30])[CH:24]=1)[CH2:12][C:13]1[CH:18]=[CH:17][CH:16]=[C:15]([CH2:19][CH3:20])[CH:14]=1)[C:40]1[CH:45]=[CH:44][CH:43]=[CH:42][CH:41]=1, predict the reactants needed to synthesize it. The reactants are: [C:1]([O:5][C:6](=[O:31])[NH:7][CH:8]([CH2:22][C:23]1[CH:28]=[C:27]([F:29])[CH:26]=[C:25]([F:30])[CH:24]=1)[CH:9]([OH:21])[CH2:10][NH:11][CH2:12][C:13]1[CH:18]=[CH:17][CH:16]=[C:15]([CH2:19][CH3:20])[CH:14]=1)([CH3:4])([CH3:3])[CH3:2].C(N(CC)CC)C.[CH2:39]([O:46][C:47](Cl)=[O:48])[C:40]1[CH:45]=[CH:44][CH:43]=[CH:42][CH:41]=1.CCCCCCC.CCOC(C)=O. (4) The reactants are: [CH2:1]([O:8][C:9]([N:11]1[CH2:17][C@H:16]2[C@H:13]([CH2:14][NH:15]2)[CH2:12]1)=[O:10])[C:2]1[CH:7]=[CH:6][CH:5]=[CH:4][CH:3]=1.C=O.[C:20](O[BH-](OC(=O)C)OC(=O)C)(=O)C.[Na+]. Given the product [CH2:1]([O:8][C:9]([N:11]1[CH2:17][C@H:16]2[C@H:13]([CH2:14][N:15]2[CH3:20])[CH2:12]1)=[O:10])[C:2]1[CH:3]=[CH:4][CH:5]=[CH:6][CH:7]=1, predict the reactants needed to synthesize it. (5) The reactants are: [OH:1][C:2]1([CH2:25][CH:26]([OH:28])[CH3:27])[C:10]2[C:5](=[CH:6][CH:7]=[CH:8][CH:9]=2)[N:4]([CH:11]2[CH2:16][CH2:15][N:14](C(OC(C)(C)C)=O)[CH2:13][CH2:12]2)[C:3]1=[O:24].[ClH:29].CCOC(C)=O. Given the product [ClH:29].[OH:1][C:2]1([CH2:25][CH:26]([OH:28])[CH3:27])[C:10]2[C:5](=[CH:6][CH:7]=[CH:8][CH:9]=2)[N:4]([CH:11]2[CH2:12][CH2:13][NH:14][CH2:15][CH2:16]2)[C:3]1=[O:24], predict the reactants needed to synthesize it. (6) Given the product [N+:1]([C:4]1[CH:10]=[C:9]([O:11][C:12]([F:13])([F:14])[F:15])[CH:8]=[CH:7][C:5]=1[NH:6][C:17]1[CH:22]=[CH:21][CH:20]=[CH:19][CH:18]=1)([O-:3])=[O:2], predict the reactants needed to synthesize it. The reactants are: [N+:1]([C:4]1[CH:10]=[C:9]([O:11][C:12]([F:15])([F:14])[F:13])[CH:8]=[CH:7][C:5]=1[NH2:6])([O-:3])=[O:2].Br[C:17]1[CH:22]=[CH:21][CH:20]=[CH:19][CH:18]=1. (7) Given the product [C:20]([O:19][C:17]([N:1]1[CH2:2][CH2:3][CH:4]([N:7]2[C:11]3[CH:12]=[CH:13][CH:14]=[CH:15][C:10]=3[NH:9][C:8]2=[O:16])[CH2:5][CH2:6]1)=[O:18])([CH3:23])([CH3:22])[CH3:21], predict the reactants needed to synthesize it. The reactants are: [NH:1]1[CH2:6][CH2:5][CH:4]([N:7]2[C:11]3[CH:12]=[CH:13][CH:14]=[CH:15][C:10]=3[NH:9][C:8]2=[O:16])[CH2:3][CH2:2]1.[C:17](O[C:17]([O:19][C:20]([CH3:23])([CH3:22])[CH3:21])=[O:18])([O:19][C:20]([CH3:23])([CH3:22])[CH3:21])=[O:18].